The task is: Predict which catalyst facilitates the given reaction.. This data is from Catalyst prediction with 721,799 reactions and 888 catalyst types from USPTO. (1) Reactant: [C:1]([O:5][C:6](=[O:18])[CH2:7][CH:8]([C:14]([O:16][CH3:17])=[O:15])[CH2:9][CH2:10][C:11]([OH:13])=O)([CH3:4])([CH3:3])[CH3:2].C1C=CC2N(O)N=NC=2C=1.[C:29]([O:48][NH2:49])([C:42]1[CH:47]=[CH:46][CH:45]=[CH:44][CH:43]=1)([C:36]1[CH:41]=[CH:40][CH:39]=[CH:38][CH:37]=1)[C:30]1[CH:35]=[CH:34][CH:33]=[CH:32][CH:31]=1.CC(C)N=C=NC(C)C. Product: [CH3:17][O:16][C:14](=[O:15])[CH:8]([CH2:9][CH2:10][C:11](=[O:13])[NH:49][O:48][C:29]([C:30]1[CH:35]=[CH:34][CH:33]=[CH:32][CH:31]=1)([C:42]1[CH:43]=[CH:44][CH:45]=[CH:46][CH:47]=1)[C:36]1[CH:37]=[CH:38][CH:39]=[CH:40][CH:41]=1)[CH2:7][C:6]([O:5][C:1]([CH3:2])([CH3:3])[CH3:4])=[O:18]. The catalyst class is: 3. (2) Reactant: [CH:1]([C@H:4]1[N:9]([C:10]2[N:15]=[C:14]([O:16][CH3:17])[C:13]([C:18]([F:21])([F:20])[F:19])=[CH:12][N:11]=2)[CH2:8][CH2:7][N:6]2[C:22]3[CH:28]=[C:27]([S:29]([CH3:32])(=[O:31])=[O:30])[C:26]([C:33](OC)=[O:34])=[CH:25][C:23]=3[N:24]=[C:5]12)([CH3:3])[CH3:2].CC(C[AlH]CC(C)C)C.[NH4+].[Cl-]. Product: [CH:1]([C@H:4]1[N:9]([C:10]2[N:15]=[C:14]([O:16][CH3:17])[C:13]([C:18]([F:21])([F:19])[F:20])=[CH:12][N:11]=2)[CH2:8][CH2:7][N:6]2[C:22]3[CH:28]=[C:27]([S:29]([CH3:32])(=[O:30])=[O:31])[C:26]([CH2:33][OH:34])=[CH:25][C:23]=3[N:24]=[C:5]12)([CH3:3])[CH3:2]. The catalyst class is: 390.